This data is from Full USPTO retrosynthesis dataset with 1.9M reactions from patents (1976-2016). The task is: Predict the reactants needed to synthesize the given product. (1) Given the product [CH2:20]([N:22]([S:23]([C:26]1[CH:27]=[CH:28][C:29]([F:32])=[CH:30][CH:31]=1)(=[O:25])=[O:24])[CH2:33][C:34]([NH:19][CH2:18][C:4]1[CH:5]=[C:6]([C:8]2[CH:9]=[CH:10][C:11]([C:14]([F:16])([F:17])[F:15])=[CH:12][CH:13]=2)[CH:7]=[C:2]([F:1])[CH:3]=1)=[O:35])[CH3:21], predict the reactants needed to synthesize it. The reactants are: [F:1][C:2]1[CH:3]=[C:4]([CH2:18][NH2:19])[CH:5]=[C:6]([C:8]2[CH:13]=[CH:12][C:11]([C:14]([F:17])([F:16])[F:15])=[CH:10][CH:9]=2)[CH:7]=1.[CH2:20]([N:22]([CH2:33][C:34](O)=[O:35])[S:23]([C:26]1[CH:31]=[CH:30][C:29]([F:32])=[CH:28][CH:27]=1)(=[O:25])=[O:24])[CH3:21].CN(C(ON1N=NC2C=CC=NC1=2)=[N+](C)C)C.F[P-](F)(F)(F)(F)F.C(N(CC)C(C)C)(C)C.OS([O-])(=O)=O.[K+]. (2) Given the product [Cl:25][C:24]1[C:19]([N:14]2[CH2:13][CH2:12][C:9]3([C:8](=[O:17])[N:7]([CH:1]4[CH2:2][CH2:3][CH2:4][CH2:5][CH2:6]4)[CH2:11][CH2:10]3)[CH2:16][CH2:15]2)=[N:20][CH:21]=[CH:22][CH:23]=1, predict the reactants needed to synthesize it. The reactants are: [CH:1]1([N:7]2[CH2:11][CH2:10][C:9]3([CH2:16][CH2:15][NH:14][CH2:13][CH2:12]3)[C:8]2=[O:17])[CH2:6][CH2:5][CH2:4][CH2:3][CH2:2]1.Cl[C:19]1[C:24]([Cl:25])=[CH:23][CH:22]=[CH:21][N:20]=1.C(N(CC)C(C)C)(C)C.FC(F)(F)C(O)=O.